The task is: Regression. Given two drug SMILES strings and cell line genomic features, predict the synergy score measuring deviation from expected non-interaction effect.. This data is from NCI-60 drug combinations with 297,098 pairs across 59 cell lines. (1) Drug 2: C1CN1C2=NC(=NC(=N2)N3CC3)N4CC4. Synergy scores: CSS=32.7, Synergy_ZIP=-9.96, Synergy_Bliss=-5.19, Synergy_Loewe=-14.7, Synergy_HSA=0.771. Cell line: IGROV1. Drug 1: CC1CCC2CC(C(=CC=CC=CC(CC(C(=O)C(C(C(=CC(C(=O)CC(OC(=O)C3CCCCN3C(=O)C(=O)C1(O2)O)C(C)CC4CCC(C(C4)OC)O)C)C)O)OC)C)C)C)OC. (2) Drug 1: C1CCC(C1)C(CC#N)N2C=C(C=N2)C3=C4C=CNC4=NC=N3. Drug 2: CCN(CC)CCCC(C)NC1=C2C=C(C=CC2=NC3=C1C=CC(=C3)Cl)OC. Cell line: K-562. Synergy scores: CSS=53.8, Synergy_ZIP=6.83, Synergy_Bliss=11.0, Synergy_Loewe=4.72, Synergy_HSA=9.49. (3) Drug 1: CC1=C(C=C(C=C1)NC2=NC=CC(=N2)N(C)C3=CC4=NN(C(=C4C=C3)C)C)S(=O)(=O)N.Cl. Drug 2: CC1=C2C(C(=O)C3(C(CC4C(C3C(C(C2(C)C)(CC1OC(=O)C(C(C5=CC=CC=C5)NC(=O)OC(C)(C)C)O)O)OC(=O)C6=CC=CC=C6)(CO4)OC(=O)C)OC)C)OC. Cell line: ACHN. Synergy scores: CSS=57.2, Synergy_ZIP=10.5, Synergy_Bliss=9.87, Synergy_Loewe=11.7, Synergy_HSA=12.5. (4) Drug 1: CCC(=C(C1=CC=CC=C1)C2=CC=C(C=C2)OCCN(C)C)C3=CC=CC=C3.C(C(=O)O)C(CC(=O)O)(C(=O)O)O. Drug 2: C1CN(P(=O)(OC1)NCCCl)CCCl. Cell line: HS 578T. Synergy scores: CSS=0.388, Synergy_ZIP=13.9, Synergy_Bliss=18.6, Synergy_Loewe=1.06, Synergy_HSA=2.18. (5) Drug 1: C1CC(=O)NC(=O)C1N2C(=O)C3=CC=CC=C3C2=O. Drug 2: CC1C(C(CC(O1)OC2CC(CC3=C2C(=C4C(=C3O)C(=O)C5=C(C4=O)C(=CC=C5)OC)O)(C(=O)CO)O)N)O.Cl. Cell line: MDA-MB-435. Synergy scores: CSS=43.5, Synergy_ZIP=-0.573, Synergy_Bliss=0.368, Synergy_Loewe=-34.5, Synergy_HSA=1.11.